Dataset: Reaction yield outcomes from USPTO patents with 853,638 reactions. Task: Predict the reaction yield, written as a fraction of the theoretical maximum amount of product (1.0 means a 100% yield; for example, 0.34 means a 34% yield). (1) The reactants are Cl[C:2]([O:4][CH3:5])=[O:3].[NH2:6][CH:7]([CH2:11][CH2:12][S:13]([CH3:16])(=[O:15])=[O:14])[C:8]([OH:10])=[O:9].[OH-].[Na+].O. The catalyst is C1COCC1. The product is [CH3:16][S:13]([CH2:12][CH2:11][CH:7]([NH:6][C:2]([O:4][CH3:5])=[O:3])[C:8]([OH:10])=[O:9])(=[O:14])=[O:15]. The yield is 0.150. (2) The reactants are [CH3:1][C:2]1[NH:3][C:4]([NH2:7])=[N:5][N:6]=1.[C:8]([C:10]1[CH:15]=[CH:14][CH:13]=[CH:12][C:11]=1[C:16]1[CH:21]=[CH:20][C:19]([CH2:22][CH:23]([C:29](=O)[CH2:30][CH2:31][CH3:32])[C:24](OCC)=[O:25])=[CH:18][CH:17]=1)#[N:9]. The catalyst is ClC1C=CC(Cl)=CC=1Cl. The product is [CH3:1][C:2]1[N:3]=[C:4]2[NH:7][C:24](=[O:25])[C:23]([CH2:22][C:19]3[CH:20]=[CH:21][C:16]([C:11]4[C:10]([C:8]#[N:9])=[CH:15][CH:14]=[CH:13][CH:12]=4)=[CH:17][CH:18]=3)=[C:29]([CH2:30][CH2:31][CH3:32])[N:5]2[N:6]=1. The yield is 0.440. (3) The reactants are CC1(C)COB([C:8]2[CH:22]=[CH:21][C:11]([O:12][CH2:13][CH2:14][N:15]3[CH2:20][CH2:19][O:18][CH2:17][CH2:16]3)=[CH:10][CH:9]=2)OC1.Br[C:25]1[CH:26]=[C:27]2[C:31](=[CH:32][C:33]=1[Cl:34])[NH:30][CH:29]=[C:28]2[CH:35]=[O:36].C(=O)([O-])[O-].[K+].[K+].C1(C)C=CC=CC=1. The catalyst is C(O)C.C1C=CC(P(C2C=CC=CC=2)[C-]2C=CC=C2)=CC=1.C1C=CC(P(C2C=CC=CC=2)[C-]2C=CC=C2)=CC=1.Cl[Pd]Cl.[Fe+2].C(OCC)(=O)C. The product is [Cl:34][C:33]1[CH:32]=[C:31]2[C:27]([C:28]([CH:35]=[O:36])=[CH:29][NH:30]2)=[CH:26][C:25]=1[C:8]1[CH:9]=[CH:10][C:11]([O:12][CH2:13][CH2:14][N:15]2[CH2:16][CH2:17][O:18][CH2:19][CH2:20]2)=[CH:21][CH:22]=1. The yield is 0.570.